This data is from Full USPTO retrosynthesis dataset with 1.9M reactions from patents (1976-2016). The task is: Predict the reactants needed to synthesize the given product. (1) Given the product [C:1]12([C:11]3[CH:12]=[C:13]([C:18]4[CH:19]=[C:20]([C:23]([OH:28])=[C:24]([O:26][CH3:27])[CH:25]=4)[CH:21]=[C:35]4[S:29][C:30]([N:36]5[CH2:41][CH2:40][O:39][CH2:38][CH2:37]5)=[N:32][C:33]4=[O:34])[CH:14]=[CH:15][C:16]=3[OH:17])[CH2:2][CH:3]3[CH2:9][CH:7]([CH2:6][CH:5]([CH2:4]3)[CH2:10]1)[CH2:8]2, predict the reactants needed to synthesize it. The reactants are: [C:1]12([C:11]3[CH:12]=[C:13]([C:18]4[CH:19]=[C:20]([C:23]([OH:28])=[C:24]([O:26][CH3:27])[CH:25]=4)[CH:21]=O)[CH:14]=[CH:15][C:16]=3[OH:17])[CH2:10][CH:5]3[CH2:6][CH:7]([CH2:9][CH:3]([CH2:4]3)[CH2:2]1)[CH2:8]2.[S:29]1[CH2:35][C:33](=[O:34])[NH:32][C:30]1=S.[NH:36]1[CH2:41][CH2:40][O:39][CH2:38][CH2:37]1. (2) Given the product [Cl:1][C:2]1[CH:7]=[CH:6][CH:5]=[C:4]([F:8])[C:3]=1[NH:9][C:10]1[NH:11][C:12]2[C:18]3[CH2:19][C:20]([CH3:22])([CH3:23])[O:21][C:17]=3[C:16]([C:24]([NH:42][C:39]3([C:34]4[CH:35]=[CH:36][CH:37]=[CH:38][C:33]=4[C:32]([F:31])([F:43])[F:44])[CH2:41][CH2:40]3)=[O:25])=[CH:15][C:13]=2[N:14]=1, predict the reactants needed to synthesize it. The reactants are: [Cl:1][C:2]1[CH:7]=[CH:6][CH:5]=[C:4]([F:8])[C:3]=1[NH:9][C:10]1[NH:11][C:12]2[C:18]3[CH2:19][C:20]([CH3:23])([CH3:22])[O:21][C:17]=3[C:16]([C:24](O)=[O:25])=[CH:15][C:13]=2[N:14]=1.S(Cl)(Cl)=O.[F:31][C:32]([F:44])([F:43])[C:33]1[CH:38]=[CH:37][CH:36]=[CH:35][C:34]=1[C:39]1([NH2:42])[CH2:41][CH2:40]1.CCN(C(C)C)C(C)C. (3) Given the product [Br:1][C:2]1[CH:9]=[CH:8][C:5]([CH2:6][N:7]2[CH2:18][CH2:19][CH2:20][S:21]2(=[O:23])=[O:22])=[CH:4][CH:3]=1, predict the reactants needed to synthesize it. The reactants are: [Br:1][C:2]1[CH:9]=[CH:8][C:5]([CH2:6][NH2:7])=[CH:4][CH:3]=1.C(N(CC)CC)C.Cl[CH2:18][CH2:19][CH2:20][S:21](Cl)(=[O:23])=[O:22].[H-].[Na+]. (4) Given the product [N:27]1[S:28][N:29]=[C:30]2[CH:35]=[C:34]([CH2:36][N:37]3[CH2:41][CH2:40][N:39]([C:42]4[S:43][C:44]([C:48]([NH:52][CH2:53][C:54]5[CH:55]=[N:56][CH:57]=[CH:58][CH:59]=5)=[O:50])=[C:45]([CH3:47])[N:46]=4)[C:38]3=[O:51])[CH:33]=[CH:32][C:31]=12, predict the reactants needed to synthesize it. The reactants are: ClC1C=CC2SC=C(CN3CCN(C4SC(C(O)=O)=C(C)N=4)C3=O)C=2C=1.[N:27]1[S:28][N:29]=[C:30]2[CH:35]=[C:34]([CH2:36][N:37]3[CH2:41][CH2:40][N:39]([C:42]4[S:43][C:44]([C:48]([OH:50])=O)=[C:45]([CH3:47])[N:46]=4)[C:38]3=[O:51])[CH:33]=[CH:32][C:31]=12.[NH2:52][CH2:53][C:54]1[CH:55]=[N:56][CH:57]=[CH:58][CH:59]=1. (5) Given the product [CH3:1][NH:2][S:3]([C:6]1[C:7]([N:12]2[CH2:17][CH2:16][N:15]([C:19]3[NH:20][C:21]4[C:27]([C:28]5[CH:29]=[C:30]([F:36])[C:31]([F:35])=[C:32]([F:34])[CH:33]=5)=[CH:26][C:25]([C:37]([F:40])([F:38])[F:39])=[CH:24][C:22]=4[N:23]=3)[CH2:14][CH2:13]2)=[N:8][CH:9]=[CH:10][CH:11]=1)(=[O:5])=[O:4], predict the reactants needed to synthesize it. The reactants are: [CH3:1][NH:2][S:3]([C:6]1[C:7]([N:12]2[CH2:17][CH2:16][NH:15][CH2:14][CH2:13]2)=[N:8][CH:9]=[CH:10][CH:11]=1)(=[O:5])=[O:4].Cl[C:19]1[NH:23][C:22]2[CH:24]=[C:25]([C:37]([F:40])([F:39])[F:38])[CH:26]=[C:27]([C:28]3[CH:33]=[C:32]([F:34])[C:31]([F:35])=[C:30]([F:36])[CH:29]=3)[C:21]=2[N:20]=1. (6) Given the product [N:8]1([C:5]2[CH:6]=[CH:7][C:2]([C:24]3[C:25]([C:26]([OH:28])=[O:27])=[CH:29][CH:30]=[C:31]([F:33])[CH:32]=3)=[CH:3][C:4]=2[N+:18]([O-:20])=[O:19])[C:17]2[C:12](=[CH:13][CH:14]=[CH:15][CH:16]=2)[CH2:11][CH2:10][CH2:9]1, predict the reactants needed to synthesize it. The reactants are: Br[C:2]1[CH:7]=[CH:6][C:5]([N:8]2[C:17]3[C:12](=[CH:13][CH:14]=[CH:15][CH:16]=3)[CH2:11][CH2:10][CH2:9]2)=[C:4]([N+:18]([O-:20])=[O:19])[CH:3]=1.B([C:24]1[CH:32]=[C:31]([F:33])[CH:30]=[CH:29][C:25]=1[C:26]([OH:28])=[O:27])(O)O.C([O-])([O-])=O.[K+].[K+].O. (7) Given the product [CH3:18][O:17][C:15]1[CH:14]=[C:13]([CH:19]=[C:20]([C:24]2[CH:29]=[CH:28][C:27]([O:30][C:31]3[CH:32]=[CH:33][C:34]([CH:37]=[CH:38][C:39](=[O:40])[NH:1][C:2]([NH2:4])=[O:3])=[CH:35][CH:36]=3)=[CH:26][CH:25]=2)[C:21]([OH:23])=[O:22])[CH:12]=[C:11]([O:10][CH3:9])[CH:16]=1, predict the reactants needed to synthesize it. The reactants are: [NH2:1][C:2]([NH2:4])=[O:3].[O-]CC.[Na+].[CH3:9][O:10][C:11]1[CH:12]=[C:13]([CH:19]=[C:20]([C:24]2[CH:29]=[CH:28][C:27]([O:30][C:31]3[CH:36]=[CH:35][C:34]([CH:37]=[CH:38][C:39](OCC)=[O:40])=[CH:33][CH:32]=3)=[CH:26][CH:25]=2)[C:21]([OH:23])=[O:22])[CH:14]=[C:15]([O:17][CH3:18])[CH:16]=1. (8) Given the product [Cl:40][C:41]1[CH:46]=[CH:45][C:44]([S:47]([NH:24][C:22]([C:19]2[CH:20]=[CH:21][C:16]([N:13]3[CH2:14][CH2:15][N:10]([CH2:9][CH:8]=[C:7]([C:1]4[CH:2]=[CH:3][CH:4]=[CH:5][CH:6]=4)[C:25]4[CH:30]=[CH:29][CH:28]=[CH:27][CH:26]=4)[CH2:11][CH2:12]3)=[CH:17][CH:18]=2)=[NH:23])(=[O:49])=[O:48])=[CH:43][C:42]=1[N+:51]([O-:53])=[O:52], predict the reactants needed to synthesize it. The reactants are: [C:1]1([C:7]([C:25]2[CH:30]=[CH:29][CH:28]=[CH:27][CH:26]=2)=[CH:8][CH2:9][N:10]2[CH2:15][CH2:14][N:13]([C:16]3[CH:21]=[CH:20][C:19]([C:22](=[NH:24])[NH2:23])=[CH:18][CH:17]=3)[CH2:12][CH2:11]2)[CH:6]=[CH:5][CH:4]=[CH:3][CH:2]=1.C(N(C(C)C)CC)(C)C.[Cl:40][C:41]1[CH:46]=[CH:45][C:44]([S:47](Cl)(=[O:49])=[O:48])=[CH:43][C:42]=1[N+:51]([O-:53])=[O:52]. (9) Given the product [Br:1][C:2]1[N:3]=[CH:4][C:5]2[C:10]([CH:11]=1)=[CH:9][N:8]([CH2:14][C:15]1[CH:16]=[CH:17][C:18]([S:21]([NH2:24])(=[O:23])=[O:22])=[CH:19][CH:20]=1)[C:7](=[O:12])[CH:6]=2, predict the reactants needed to synthesize it. The reactants are: [Br:1][C:2]1[CH:11]=[C:10]2[C:5]([CH:6]=[C:7]([OH:12])[N:8]=[CH:9]2)=[CH:4][N:3]=1.Br[CH2:14][C:15]1[CH:20]=[CH:19][C:18]([S:21]([NH2:24])(=[O:23])=[O:22])=[CH:17][CH:16]=1.C(=O)([O-])[O-].[Cs+].[Cs+].